Dataset: Peptide-MHC class I binding affinity with 185,985 pairs from IEDB/IMGT. Task: Regression. Given a peptide amino acid sequence and an MHC pseudo amino acid sequence, predict their binding affinity value. This is MHC class I binding data. (1) The peptide sequence is ISSLGILVF. The MHC is HLA-B15:03 with pseudo-sequence HLA-B15:03. The binding affinity (normalized) is 0.593. (2) The peptide sequence is RVFGFRTAK. The MHC is HLA-B40:01 with pseudo-sequence HLA-B40:01. The binding affinity (normalized) is 0.0847. (3) The peptide sequence is FRPWSMGK. The MHC is Mamu-B08 with pseudo-sequence Mamu-B08. The binding affinity (normalized) is 0.185. (4) The peptide sequence is WLHRGPKEF. The MHC is HLA-B08:01 with pseudo-sequence HLA-B08:01. The binding affinity (normalized) is 0.277.